Task: Predict the reaction yield, written as a fraction of the theoretical maximum amount of product (1.0 means a 100% yield; for example, 0.34 means a 34% yield).. Dataset: Reaction yield outcomes from USPTO patents with 853,638 reactions The reactants are O=[C:2]1[C:7]([C:8]([O:10][CH3:11])=[O:9])=[CH:6][CH:5]=[CH:4][O:3]1.[NH2:12][C:13]1[CH:14]=[N:15][CH:16]=[CH:17][CH:18]=1.CCN=C=NCCCN(C)C.Cl. The catalyst is CN(C=O)C.CN(C1C=CN=CC=1)C. The product is [O:3]=[C:2]1[C:7]([C:8]([O:10][CH3:11])=[O:9])=[CH:6][CH:5]=[CH:4][N:12]1[C:13]1[CH:14]=[N:15][CH:16]=[CH:17][CH:18]=1. The yield is 0.950.